Predict the reaction yield, written as a fraction of the theoretical maximum amount of product (1.0 means a 100% yield; for example, 0.34 means a 34% yield). From a dataset of Reaction yield outcomes from USPTO patents with 853,638 reactions. (1) The catalyst is ClCCl. The reactants are C(N(CC)CC)C.[Cl:8][C:9]1[CH:14]=[CH:13][C:12]([S:15](Cl)(=[O:17])=[O:16])=[CH:11][CH:10]=1.Cl.Cl.[Cl:21][C:22]1[CH:27]=[C:26]([Cl:28])[CH:25]=[CH:24][C:23]=1[C:29]1[NH:33][C:32](=[O:34])[C:31]2([CH2:39][CH2:38][NH:37][CH2:36][CH2:35]2)[N:30]=1. The product is [Cl:8][C:9]1[CH:14]=[CH:13][C:12]([S:15]([N:37]2[CH2:36][CH2:35][C:31]3([N:30]=[C:29]([C:23]4[CH:24]=[CH:25][C:26]([Cl:28])=[CH:27][C:22]=4[Cl:21])[NH:33][C:32]3=[O:34])[CH2:39][CH2:38]2)(=[O:17])=[O:16])=[CH:11][CH:10]=1. The yield is 0.960. (2) The reactants are [Br:1][C:2]1[C:3]([CH3:23])=[C:4]([CH3:22])[C:5]2[O:9][C:8](=[O:10])[C:7]([C:12]3[CH:17]=[CH:16][C:15]([CH:18]([CH3:20])[CH3:19])=[CH:14][CH:13]=3)([CH3:11])[C:6]=2[CH:21]=1. The catalyst is C(OCC)(=O)C.CCCCCC. The product is [Br:1][C:2]1[CH:21]=[C:6]([C:7]([C:12]2[CH:13]=[CH:14][C:15]([CH:18]([CH3:20])[CH3:19])=[CH:16][CH:17]=2)([CH3:11])[CH2:8][OH:10])[C:5]([OH:9])=[C:4]([CH3:22])[C:3]=1[CH3:23]. The yield is 0.830. (3) The reactants are [Br:1][C:2]1[N:7]=[C:6]([C@@:8]([NH:14][C:15](=[O:18])[CH2:16]Cl)([CH2:12][OH:13])[CH:9]([F:11])[F:10])[C:5]([F:19])=[C:4]([Si](CC)(CC)CC)[CH:3]=1.CC(C)([O-])C.[K+]. The catalyst is C(O)(C)(C)C.C(OCC)(=O)C. The product is [Br:1][C:2]1[N:7]=[C:6]([C@@:8]2([CH:9]([F:11])[F:10])[NH:14][C:15](=[O:18])[CH2:16][O:13][CH2:12]2)[C:5]([F:19])=[CH:4][CH:3]=1. The yield is 0.710.